This data is from Forward reaction prediction with 1.9M reactions from USPTO patents (1976-2016). The task is: Predict the product of the given reaction. (1) The product is: [NH:1]1[C:5]2[CH:6]=[CH:7][CH:8]=[CH:9][C:4]=2[N:3]=[C:2]1[C:10]1[CH:11]=[C:12]([NH:17][C:18]([C:19]2[CH:24]=[CH:23][C:22]([NH:28][CH2:29][CH:30]3[CH2:35][CH2:34][N:33]([C:36]([O:38][C:39]([CH3:42])([CH3:41])[CH3:40])=[O:37])[CH2:32][CH2:31]3)=[N:21][C:20]=2[CH3:26])=[O:27])[CH:13]=[CH:14][C:15]=1[Cl:16]. Given the reactants [NH:1]1[C:5]2[CH:6]=[CH:7][CH:8]=[CH:9][C:4]=2[N:3]=[C:2]1[C:10]1[CH:11]=[C:12]([NH:17][C:18](=[O:27])[C:19]2[CH:24]=[CH:23][C:22](Br)=[N:21][C:20]=2[CH3:26])[CH:13]=[CH:14][C:15]=1[Cl:16].[NH2:28][CH2:29][CH:30]1[CH2:35][CH2:34][N:33]([C:36]([O:38][C:39]([CH3:42])([CH3:41])[CH3:40])=[O:37])[CH2:32][CH2:31]1.C([O-])([O-])=O.[K+].[K+], predict the reaction product. (2) Given the reactants [OH:1][C:2]1[CH:7]=[CH:6][C:5]([C:8]2[C:9]([C:13]#[N:14])=[CH:10][S:11][CH:12]=2)=[CH:4][CH:3]=1.[H-].[Na+].[S:17]1[C:21]2[CH:22]=[CH:23][CH:24]=[CH:25][C:20]=2[N:19]=[C:18]1[NH:26][C:27]([C:29]1[CH:30]=[CH:31][CH:32]=[C:33]2[C:38]=1[CH2:37][N:36]([C:39]1[S:40][C:41]([CH2:49][CH2:50][CH2:51]I)=[C:42]([C:44]([O:46]CC)=[O:45])[N:43]=1)[CH2:35][CH2:34]2)=[O:28], predict the reaction product. The product is: [S:17]1[C:21]2[CH:22]=[CH:23][CH:24]=[CH:25][C:20]=2[N:19]=[C:18]1[NH:26][C:27]([C:29]1[CH:30]=[CH:31][CH:32]=[C:33]2[C:38]=1[CH2:37][N:36]([C:39]1[S:40][C:41]([CH2:49][CH2:50][CH2:51][O:1][C:2]3[CH:3]=[CH:4][C:5]([C:8]4[C:9]([C:13]#[N:14])=[CH:10][S:11][CH:12]=4)=[CH:6][CH:7]=3)=[C:42]([C:44]([OH:46])=[O:45])[N:43]=1)[CH2:35][CH2:34]2)=[O:28].